From a dataset of Catalyst prediction with 721,799 reactions and 888 catalyst types from USPTO. Predict which catalyst facilitates the given reaction. (1) Reactant: [H-].[Na+].[CH3:3][O:4][C:5]([CH:7]1[CH2:14][CH:13]2[CH:15]([N:16]3[CH2:20][CH:19]([CH2:21][OH:22])[C:18]([CH3:24])([CH3:23])[C:17]3=[O:25])[CH:9]([CH2:10][CH2:11][CH2:12]2)[CH2:8]1)=[O:6].Cl[C:27]1[CH:34]=[CH:33][C:30]([C:31]#[N:32])=[CH:29][N:28]=1. Product: [CH3:3][O:4][C:5]([CH:7]1[CH2:14][CH:13]2[CH:15]([N:16]3[CH2:20][CH:19]([CH2:21][O:22][C:27]4[CH:34]=[CH:33][C:30]([C:31]#[N:32])=[CH:29][N:28]=4)[C:18]([CH3:23])([CH3:24])[C:17]3=[O:25])[CH:9]([CH2:10][CH2:11][CH2:12]2)[CH2:8]1)=[O:6]. The catalyst class is: 544. (2) The catalyst class is: 10. Product: [Cl:1][C:2]1[N:3]=[CH:4][C:5]([CH2:8][N:11]2[CH2:14][CH2:13][CH2:12]2)=[CH:6][CH:7]=1. Reactant: [Cl:1][C:2]1[CH:7]=[CH:6][C:5]([CH2:8]Cl)=[CH:4][N:3]=1.Cl.[NH:11]1[CH2:14][CH2:13][CH2:12]1.C(=O)([O-])[O-].[K+].[K+]. (3) Reactant: [C:1]([NH:4][C:5]1[S:6][C:7]([CH2:15][C:16]2[CH:21]=[CH:20][CH:19]=[C:18]([S:22]([CH3:25])(=[O:24])=[O:23])[CH:17]=2)=[C:8]([C:10](OCC)=[O:11])[N:9]=1)(=[O:3])[CH3:2].[H-].[Al+3].[Li+].[H-].[H-].[H-]. Product: [CH:10]([C:8]1[N:9]=[C:5]([NH:4][C:1](=[O:3])[CH3:2])[S:6][C:7]=1[CH2:15][C:16]1[CH:21]=[CH:20][CH:19]=[C:18]([S:22]([CH3:25])(=[O:24])=[O:23])[CH:17]=1)=[O:11]. The catalyst class is: 1. (4) Reactant: N(C(OC(C)(C)C)=O)=NC(OC(C)(C)C)=O.C1(P(C2C=CC=CC=2)C2C=CC=CC=2)C=CC=CC=1.[N:36]1([CH2:43][CH2:44][CH2:45][OH:46])[CH2:42][CH2:41][CH2:40][CH2:39][CH2:38][CH2:37]1.O[C:48]1[CH:53]=[CH:52][C:51]([CH2:54][C:55]([O:57][CH3:58])=[O:56])=[CH:50][CH:49]=1. Product: [N:36]1([CH2:43][CH2:44][CH2:45][O:46][C:48]2[CH:53]=[CH:52][C:51]([CH2:54][C:55]([O:57][CH3:58])=[O:56])=[CH:50][CH:49]=2)[CH2:42][CH2:41][CH2:40][CH2:39][CH2:38][CH2:37]1. The catalyst class is: 1.